Dataset: Forward reaction prediction with 1.9M reactions from USPTO patents (1976-2016). Task: Predict the product of the given reaction. Given the reactants [C:1](OC)(=O)[CH2:2][C:3]([O:5]C)=[O:4].[H-].[Na+].BrC[CH2:14][CH2:15][C:16]([F:19])([F:18])[F:17].O, predict the reaction product. The product is: [F:17][C:16]([F:19])([F:18])[CH2:15][CH2:14][CH2:1][CH2:2][C:3]([OH:5])=[O:4].